Dataset: Reaction yield outcomes from USPTO patents with 853,638 reactions. Task: Predict the reaction yield, written as a fraction of the theoretical maximum amount of product (1.0 means a 100% yield; for example, 0.34 means a 34% yield). The reactants are [OH:1][C:2]1[CH:10]=[CH:9][C:5]([C:6]([NH2:8])=[O:7])=[CH:4][CH:3]=1.C(=O)([O-])[O-].[K+].[K+].C(#N)C.Br[CH2:21][CH2:22][CH2:23][Cl:24]. The catalyst is O. The product is [Cl:24][CH2:23][CH2:22][CH2:21][O:1][C:2]1[CH:10]=[CH:9][C:5]([C:6]([NH2:8])=[O:7])=[CH:4][CH:3]=1. The yield is 0.820.